This data is from Full USPTO retrosynthesis dataset with 1.9M reactions from patents (1976-2016). The task is: Predict the reactants needed to synthesize the given product. (1) Given the product [C:12]1([C:18]#[C:19][C:20]2[O:24][C:23]([C:25]([NH:11][C@@H:6]([CH2:5][N+:2]([CH3:3])([CH3:4])[CH3:1])[CH2:7][C:8]([O-:10])=[O:9])=[O:26])=[CH:22][CH:21]=2)[CH:13]=[CH:14][CH:15]=[CH:16][CH:17]=1, predict the reactants needed to synthesize it. The reactants are: [CH3:1][N+:2]([CH2:5][C@H:6]([NH2:11])[CH2:7][C:8]([O-:10])=[O:9])([CH3:4])[CH3:3].[C:12]1([C:18]#[C:19][C:20]2[O:24][C:23]([C:25](ON3C(=O)CCC3=O)=[O:26])=[CH:22][CH:21]=2)[CH:17]=[CH:16][CH:15]=[CH:14][CH:13]=1.CN(C=O)C.C(N(CC)CC)C. (2) Given the product [ClH:1].[ClH:1].[C:25]([C:18]1[C:19]2[C:24](=[CH:23][CH:22]=[CH:21][CH:20]=2)[C:15]([N:14]2[CH:12]3[CH2:11][CH2:10][CH:9]2[CH2:8][CH:7]([NH:6][C:4](=[O:5])[CH2:3][CH2:2][N:32]2[CH2:33][CH2:34][N:29]([CH2:27][CH3:28])[CH2:30][CH2:31]2)[CH2:13]3)=[CH:16][CH:17]=1)#[N:26], predict the reactants needed to synthesize it. The reactants are: [Cl:1][CH2:2][CH2:3][C:4]([NH:6][CH:7]1[CH2:13][CH:12]2[N:14]([C:15]3[C:24]4[C:19](=[CH:20][CH:21]=[CH:22][CH:23]=4)[C:18]([C:25]#[N:26])=[CH:17][CH:16]=3)[CH:9]([CH2:10][CH2:11]2)[CH2:8]1)=[O:5].[CH2:27]([N:29]1[CH2:34][CH2:33][NH:32][CH2:31][CH2:30]1)[CH3:28].C(=O)([O-])[O-].[K+].[K+]. (3) Given the product [O:24]=[C:23]([NH:33][O:32][CH:27]1[CH2:28][CH2:29][CH2:30][CH2:31][O:26]1)[CH2:22][C:19]1[CH:18]=[CH:17][C:16]([NH:15][C:13]([C:1]2[C:11]3=[C:12]4[C:7](=[CH:8][CH:9]=[CH:10]3)[CH2:6][CH2:5][CH2:4][N:3]4[CH:2]=2)=[O:14])=[CH:21][CH:20]=1, predict the reactants needed to synthesize it. The reactants are: [C:1]1([C:13]([NH:15][C:16]2[CH:21]=[CH:20][C:19]([CH2:22][C:23](O)=[O:24])=[CH:18][CH:17]=2)=[O:14])[C:11]2=[C:12]3[C:7](=[CH:8][CH:9]=[CH:10]2)[CH2:6][CH2:5][CH2:4][N:3]3[CH:2]=1.[O:26]1[CH2:31][CH2:30][CH2:29][CH2:28][CH:27]1[O:32][NH2:33]. (4) Given the product [Cl:20][C:15]1[CH:14]=[C:13]([CH:18]=[CH:17][C:16]=1[Cl:19])[O:12][CH:9]1[CH2:8][CH2:7][N:6]([CH2:5][CH2:4][CH:3]([OH:21])[CH2:2][NH:1][C:28](=[O:29])[C:27]2[CH:31]=[CH:32][CH:33]=[CH:34][C:26]=2[S:23]([CH3:22])(=[O:25])=[O:24])[CH2:11][CH2:10]1, predict the reactants needed to synthesize it. The reactants are: [NH2:1][CH2:2][CH:3]([OH:21])[CH2:4][CH2:5][N:6]1[CH2:11][CH2:10][CH:9]([O:12][C:13]2[CH:18]=[CH:17][C:16]([Cl:19])=[C:15]([Cl:20])[CH:14]=2)[CH2:8][CH2:7]1.[CH3:22][S:23]([C:26]1[CH:34]=[CH:33][CH:32]=[CH:31][C:27]=1[C:28](O)=[O:29])(=[O:25])=[O:24]. (5) Given the product [CH:2]1([CH2:5][O:6][C:7]2[CH:12]=[CH:11][C:10]([CH3:13])=[CH:9][C:8]=2[C:14]2[CH:19]=[CH:18][N:17]=[C:16]3[C:20]([C:24]([NH:26][CH:27]4[CH2:28][CH2:29][N:30]([C:33](=[O:36])[CH2:34][CH3:35])[CH2:31][CH2:32]4)=[O:25])=[C:21]([CH3:23])[NH:22][C:15]=23)[CH2:4][CH2:3]1, predict the reactants needed to synthesize it. The reactants are: Cl.[CH:2]1([CH2:5][O:6][C:7]2[CH:12]=[CH:11][C:10]([CH3:13])=[CH:9][C:8]=2[C:14]2[CH:19]=[CH:18][N:17]=[C:16]3[C:20]([C:24]([NH:26][CH:27]4[CH2:32][CH2:31][NH:30][CH2:29][CH2:28]4)=[O:25])=[C:21]([CH3:23])[NH:22][C:15]=23)[CH2:4][CH2:3]1.[C:33](Cl)(=[O:36])[CH2:34][CH3:35]. (6) The reactants are: Cl.[F:2][C:3]1[CH:8]=[C:7]([N:9]2[CH2:13][C@H:12]([CH2:14][NH:15][C:16](=[O:18])[CH3:17])[O:11][C:10]2=[O:19])[CH:6]=[CH:5][C:4]=1[C:20]1[CH:25]=[CH:24][C:23]([CH2:26][NH:27][CH2:28][C:29]2[N:30]=[N:31][N:32](CC3C=CC(OC)=CC=3)[CH:33]=2)=[CH:22][CH:21]=1.Cl.FC1C=C(N2C[C@H](CNC(=O)C)OC2=O)C=CC=1C1C=CC(CNCC2N(CC3C=CC(OC)=CC=3)N=NC=2)=CC=1. Given the product [F:2][C:3]1[CH:8]=[C:7]([N:9]2[CH2:13][C@H:12]([CH2:14][NH:15][C:16](=[O:18])[CH3:17])[O:11][C:10]2=[O:19])[CH:6]=[CH:5][C:4]=1[C:20]1[CH:25]=[CH:24][C:23]([CH2:26][NH:27][CH2:28][C:29]2[N:30]=[N:31][NH:32][CH:33]=2)=[CH:22][CH:21]=1, predict the reactants needed to synthesize it. (7) Given the product [C:1]([C:5]1[CH:6]=[C:7]([Cl:14])[C:8]([O:12][CH3:13])=[C:9]([NH:11][C:35](=[O:36])[C:34]([C:27]2[C:28]3[C:33](=[CH:32][CH:31]=[CH:30][CH:29]=3)[C:24]([O:23][CH2:22][CH2:21][N:15]3[CH2:16][CH2:17][O:18][CH2:19][CH2:20]3)=[CH:25][CH:26]=2)=[O:38])[CH:10]=1)([CH3:4])([CH3:2])[CH3:3], predict the reactants needed to synthesize it. The reactants are: [C:1]([C:5]1[CH:6]=[C:7]([Cl:14])[C:8]([O:12][CH3:13])=[C:9]([NH2:11])[CH:10]=1)([CH3:4])([CH3:3])[CH3:2].[N:15]1([CH2:21][CH2:22][O:23][C:24]2[C:33]3[C:28](=[CH:29][CH:30]=[CH:31][CH:32]=3)[C:27]([C:34](=[O:38])[C:35](Cl)=[O:36])=[CH:26][CH:25]=2)[CH2:20][CH2:19][O:18][CH2:17][CH2:16]1.CCN(C(C)C)C(C)C.